Dataset: Catalyst prediction with 721,799 reactions and 888 catalyst types from USPTO. Task: Predict which catalyst facilitates the given reaction. (1) Reactant: CN(C=O)C.[CH2:6]([O:8][C:9](=[O:23])[C@H:10]1[CH2:14][C@H:13]([OH:15])[CH2:12][N:11]1[C:16]([O:18][C:19]([CH3:22])([CH3:21])[CH3:20])=[O:17])[CH3:7].[C:24]([Si:28]([CH3:31])([CH3:30])Cl)([CH3:27])([CH3:26])[CH3:25].N1C=CN=C1. Product: [CH2:6]([O:8][C:9](=[O:23])[C@H:10]1[CH2:14][C@H:13]([O:15][Si:28]([C:24]([CH3:27])([CH3:26])[CH3:25])([CH3:31])[CH3:30])[CH2:12][N:11]1[C:16]([O:18][C:19]([CH3:22])([CH3:21])[CH3:20])=[O:17])[CH3:7]. The catalyst class is: 28. (2) Reactant: [N:1]([C:4]1[CH:14]=[CH:13][C:12]([C:15]2[CH:16]=[C:17]3[C:23]([C:24]4[CH:29]=[CH:28][CH:27]=[CH:26][C:25]=4[O:30][CH3:31])=[CH:22][N:21](S(C4C=CC(C)=CC=4)(=O)=O)[C:18]3=[N:19][CH:20]=2)=[CH:11][C:5]=1[C:6]([N:8]([CH3:10])[CH3:9])=[O:7])=[C:2]=[O:3].C(N(C(C)C)C(C)C)C.[CH:51]([OH:54])([CH3:53])[CH3:52]. Product: [CH:51]([O:54][C:2](=[O:3])[NH:1][C:4]1[CH:14]=[CH:13][C:12]([C:15]2[CH:16]=[C:17]3[C:23]([C:24]4[CH:29]=[CH:28][CH:27]=[CH:26][C:25]=4[O:30][CH3:31])=[CH:22][NH:21][C:18]3=[N:19][CH:20]=2)=[CH:11][C:5]=1[C:6](=[O:7])[N:8]([CH3:9])[CH3:10])([CH3:53])[CH3:52]. The catalyst class is: 2. (3) Reactant: [CH:1]1([C:4]2[CH:5]=[C:6]([C:16](=[CH:22][CH:23]3[CH2:28][CH2:27][O:26][CH2:25][CH2:24]3)[C:17]([O:19]CC)=[O:18])[CH:7]=[CH:8][C:9]=2[S:10]([CH:13]2[CH2:15][CH2:14]2)(=[O:12])=[O:11])[CH2:3][CH2:2]1.[OH-].[K+]. Product: [CH:1]1([C:4]2[CH:5]=[C:6](/[C:16](=[CH:22]\[CH:23]3[CH2:24][CH2:25][O:26][CH2:27][CH2:28]3)/[C:17]([OH:19])=[O:18])[CH:7]=[CH:8][C:9]=2[S:10]([CH:13]2[CH2:14][CH2:15]2)(=[O:12])=[O:11])[CH2:3][CH2:2]1. The catalyst class is: 5. (4) Product: [CH:1]1([C:6]([C:13]2[S:14][C:15]([CH3:18])=[CH:16][CH:17]=2)([CH3:12])[C:7]([OH:9])=[O:8])[CH2:5][CH2:4][CH2:3][CH2:2]1. Reactant: [CH:1]1([C:6]([C:13]2[S:14][C:15]([CH3:18])=[CH:16][CH:17]=2)([CH3:12])[C:7]([O:9]CC)=[O:8])[CH2:5][CH2:4][CH2:3][CH2:2]1.[OH-].[K+]. The catalyst class is: 8. (5) Reactant: [NH2:1][C:2]1[N:7]=[C:6]([C:8]2[S:12][C:11]([NH:13][C:14](=[O:16])[CH3:15])=[N:10][C:9]=2[CH3:17])[CH:5]=[CH:4][CH:3]=1.[CH3:18][S:19](O[S:19]([CH3:18])(=[O:21])=[O:20])(=[O:21])=[O:20].CCCC(C)C. Product: [CH3:17][C:9]1[N:10]=[C:11]([NH:13][C:14](=[O:16])[CH3:15])[S:12][C:8]=1[C:6]1[CH:5]=[CH:4][CH:3]=[C:2]([NH:1][S:19]([CH3:18])(=[O:21])=[O:20])[N:7]=1. The catalyst class is: 17. (6) Reactant: [F:1][C:2]([F:48])([F:47])[C:3]1[CH:4]=[C:5]([C@H:13]2[O:17][C:16](=[O:18])[N:15]([CH2:19][C:20]3[C:25]([C:26]4[C:27]([O:39][CH3:40])=[N:28][CH:29]=[C:30]([C:32]5[C:33]([CH3:38])=[N:34][NH:35][C:36]=5[CH3:37])[CH:31]=4)=[CH:24][N:23]=[C:22]([N:41]4[CH2:44][CH:43]([F:45])[CH2:42]4)[N:21]=3)[C@H:14]2[CH3:46])[CH:6]=[C:7]([C:9]([F:12])([F:11])[F:10])[CH:8]=1.[H-].[Na+].I[CH2:52][CH2:53][CH3:54]. Product: [F:48][C:2]([F:47])([F:1])[C:3]1[CH:4]=[C:5]([C@H:13]2[O:17][C:16](=[O:18])[N:15]([CH2:19][C:20]3[C:25]([C:26]4[C:27]([O:39][CH3:40])=[N:28][CH:29]=[C:30]([C:32]5[C:33]([CH3:38])=[N:34][N:35]([CH2:52][CH2:53][CH3:54])[C:36]=5[CH3:37])[CH:31]=4)=[CH:24][N:23]=[C:22]([N:41]4[CH2:44][CH:43]([F:45])[CH2:42]4)[N:21]=3)[C@H:14]2[CH3:46])[CH:6]=[C:7]([C:9]([F:12])([F:11])[F:10])[CH:8]=1. The catalyst class is: 1. (7) Reactant: [Cl:1][C:2]1[C:10]([C:11]#[N:12])=[CH:9][CH:8]=[C:7]2[C:3]=1[CH:4]=[C:5]([CH:22]([F:24])[F:23])[N:6]2[CH:13]([CH3:21])[C:14]([O:16]C(C)(C)C)=[O:15].C(O)(C(F)(F)F)=O. Product: [Cl:1][C:2]1[C:10]([C:11]#[N:12])=[CH:9][CH:8]=[C:7]2[C:3]=1[CH:4]=[C:5]([CH:22]([F:23])[F:24])[N:6]2[CH:13]([CH3:21])[C:14]([OH:16])=[O:15]. The catalyst class is: 2.